Dataset: Full USPTO retrosynthesis dataset with 1.9M reactions from patents (1976-2016). Task: Predict the reactants needed to synthesize the given product. (1) Given the product [C:1]([O:5][C:6](=[O:26])[C:7]([S:10][C:11]1[S:12][CH:13]=[C:14]([CH2:16][CH2:17][N:18]([CH2:19][CH2:20][CH2:21][CH2:22][CH2:23][CH2:24][CH3:25])[C:32](=[O:33])[CH2:31][C:29](=[O:30])[CH2:28][CH3:27])[N:15]=1)([CH3:9])[CH3:8])([CH3:4])([CH3:3])[CH3:2], predict the reactants needed to synthesize it. The reactants are: [C:1]([O:5][C:6](=[O:26])[C:7]([S:10][C:11]1[S:12][CH:13]=[C:14]([CH2:16][CH2:17][NH:18][CH2:19][CH2:20][CH2:21][CH2:22][CH2:23][CH2:24][CH3:25])[N:15]=1)([CH3:9])[CH3:8])([CH3:4])([CH3:3])[CH3:2].[CH3:27][CH2:28][C:29]([CH2:31][C:32](OC)=[O:33])=[O:30]. (2) Given the product [ClH:23].[Cl:23][C:18]1[CH:19]=[C:20]2[C:15](=[CH:16][CH:17]=1)[O:14][C:11]1([CH2:10][CH2:9][NH:8][CH2:13][CH2:12]1)[CH2:22][CH2:21]2, predict the reactants needed to synthesize it. The reactants are: C([N:8]1[CH2:13][CH2:12][C:11]2([CH2:22][CH2:21][C:20]3[C:15](=[CH:16][CH:17]=[C:18]([Cl:23])[CH:19]=3)[O:14]2)[CH2:10][CH2:9]1)C1C=CC=CC=1.ClC(OC(Cl)C)=O. (3) Given the product [Cl:49][C:50]1[CH:57]=[CH:56][CH:55]=[CH:54][C:51]=1[CH2:52][NH:53][C:13](=[O:15])[CH2:12][CH:4]1[C:5](=[O:11])[O:6][C:7]([CH3:9])([CH3:10])[CH2:8][N:3]1[CH2:1][CH3:2], predict the reactants needed to synthesize it. The reactants are: [CH2:1]([N:3]1[CH2:8][C:7]([CH3:10])([CH3:9])[O:6][C:5](=[O:11])[CH:4]1[CH2:12][C:13]([OH:15])=O)[CH3:2].C(N(C(C)C)CC)(C)C.CN(C(ON1N=NC2C=CC=NC1=2)=[N+](C)C)C.F[P-](F)(F)(F)(F)F.[Cl:49][C:50]1[CH:57]=[CH:56][CH:55]=[CH:54][C:51]=1[CH2:52][NH2:53]. (4) Given the product [CH3:21][S:20]([C:17]1[N:16]=[CH:15][C:14]2=[C:13]([CH3:22])[CH:12]=[C:11]([C:8]3[CH:7]=[CH:6][C:5]([S:2]([CH3:1])(=[O:4])=[O:3])=[CH:10][CH:9]=3)[N:19]2[N:18]=1)=[O:34], predict the reactants needed to synthesize it. The reactants are: [CH3:1][S:2]([C:5]1[CH:10]=[CH:9][C:8]([C:11]2[N:19]3[C:14]([CH:15]=[N:16][C:17]([S:20][CH3:21])=[N:18]3)=[C:13]([CH3:22])[CH:12]=2)=[CH:7][CH:6]=1)(=[O:4])=[O:3].C(Cl)Cl.C1C=C(Cl)C=C(C(OO)=[O:34])C=1. (5) Given the product [CH2:17]([N:3]([CH2:1][CH3:2])[CH2:4][C:5]([C:7]1[CH:12]=[CH:11][C:10]([NH2:13])=[CH:9][CH:8]=1)([CH3:6])[CH3:16])[CH3:18], predict the reactants needed to synthesize it. The reactants are: [CH2:1]([N:3]([CH2:17][CH3:18])[CH2:4][C:5]([CH3:16])([C:7]1[CH:12]=[CH:11][C:10]([N+:13]([O-])=O)=[CH:9][CH:8]=1)[CH3:6])[CH3:2]. (6) The reactants are: [CH3:1][O:2][C:3]1[CH:4]=[C:5]([CH:7]=[C:8]([O:10]C)[CH:9]=1)[NH2:6].C[S-].[Na+].OP([O-])(O)=O.[Na+]. Given the product [NH2:6][C:5]1[CH:7]=[C:8]([OH:10])[CH:9]=[C:3]([O:2][CH3:1])[CH:4]=1, predict the reactants needed to synthesize it. (7) Given the product [F:10][C:8]1[O:9][C:5]2[CH:4]=[C:3]([CH3:12])[C:2]([C:17]3[N:18]=[CH:19][C:14]([NH2:13])=[N:15][CH:16]=3)=[CH:11][C:6]=2[CH:7]=1, predict the reactants needed to synthesize it. The reactants are: Br[C:2]1[C:3]([CH3:12])=[CH:4][C:5]2[O:9][C:8]([F:10])=[CH:7][C:6]=2[CH:11]=1.[NH2:13][C:14]1[CH:19]=[N:18][C:17](B2OC(C)(C)C(C)(C)O2)=[CH:16][N:15]=1.[O-]P([O-])([O-])=O.[K+].[K+].[K+].CC(=O)OCC.